This data is from Forward reaction prediction with 1.9M reactions from USPTO patents (1976-2016). The task is: Predict the product of the given reaction. Given the reactants [NH:1]1[CH2:5][CH2:4][CH2:3][C:2]1=[O:6].[H-].[Na+].Cl[CH2:10][CH2:11][CH2:12][CH2:13][O:14][C:15]1[CH:20]=[CH:19][CH:18]=[CH:17][C:16]=1/[CH:21]=[CH:22]/[CH:23]([CH2:36][C:37]1[CH:42]=[CH:41][C:40]([C:43]([O:45][CH3:46])=[O:44])=[CH:39][CH:38]=1)[CH2:24][CH2:25][C:26]1[CH:35]=[CH:34][C:29]([C:30]([O:32][CH3:33])=[O:31])=[CH:28][CH:27]=1.[Cl-].[NH4+], predict the reaction product. The product is: [CH3:46][O:45][C:43]([C:40]1[CH:39]=[CH:38][C:37]([CH2:36][CH:23](/[CH:22]=[CH:21]/[C:16]2[CH:17]=[CH:18][CH:19]=[CH:20][C:15]=2[O:14][CH2:13][CH2:12][CH2:11][CH2:10][N:1]2[CH2:5][CH2:4][CH2:3][C:2]2=[O:6])[CH2:24][CH2:25][C:26]2[CH:35]=[CH:34][C:29]([C:30]([O:32][CH3:33])=[O:31])=[CH:28][CH:27]=2)=[CH:42][CH:41]=1)=[O:44].